Dataset: NCI-60 drug combinations with 297,098 pairs across 59 cell lines. Task: Regression. Given two drug SMILES strings and cell line genomic features, predict the synergy score measuring deviation from expected non-interaction effect. (1) Drug 1: CCCCCOC(=O)NC1=NC(=O)N(C=C1F)C2C(C(C(O2)C)O)O. Drug 2: C#CCC(CC1=CN=C2C(=N1)C(=NC(=N2)N)N)C3=CC=C(C=C3)C(=O)NC(CCC(=O)O)C(=O)O. Synergy scores: CSS=42.0, Synergy_ZIP=-0.498, Synergy_Bliss=-8.99, Synergy_Loewe=-23.5, Synergy_HSA=-11.8. Cell line: HT29. (2) Drug 1: CS(=O)(=O)C1=CC(=C(C=C1)C(=O)NC2=CC(=C(C=C2)Cl)C3=CC=CC=N3)Cl. Drug 2: CC(C)CN1C=NC2=C1C3=CC=CC=C3N=C2N. Cell line: KM12. Synergy scores: CSS=9.87, Synergy_ZIP=-7.70, Synergy_Bliss=-7.17, Synergy_Loewe=-11.4, Synergy_HSA=-9.86. (3) Drug 1: C1=NC(=NC(=O)N1C2C(C(C(O2)CO)O)O)N. Cell line: K-562. Synergy scores: CSS=58.7, Synergy_ZIP=0.578, Synergy_Bliss=-0.290, Synergy_Loewe=-4.26, Synergy_HSA=2.01. Drug 2: CS(=O)(=O)OCCCCOS(=O)(=O)C. (4) Drug 1: COC1=C(C=C2C(=C1)N=CN=C2NC3=CC(=C(C=C3)F)Cl)OCCCN4CCOCC4. Drug 2: CC(CN1CC(=O)NC(=O)C1)N2CC(=O)NC(=O)C2. Cell line: LOX IMVI. Synergy scores: CSS=38.4, Synergy_ZIP=6.06, Synergy_Bliss=9.71, Synergy_Loewe=11.7, Synergy_HSA=12.8. (5) Drug 1: CS(=O)(=O)C1=CC(=C(C=C1)C(=O)NC2=CC(=C(C=C2)Cl)C3=CC=CC=N3)Cl. Drug 2: CC1=CC=C(C=C1)C2=CC(=NN2C3=CC=C(C=C3)S(=O)(=O)N)C(F)(F)F. Cell line: RPMI-8226. Synergy scores: CSS=-8.38, Synergy_ZIP=4.82, Synergy_Bliss=4.92, Synergy_Loewe=-3.42, Synergy_HSA=-2.68.